This data is from CYP2C19 inhibition data for predicting drug metabolism from PubChem BioAssay. The task is: Regression/Classification. Given a drug SMILES string, predict its absorption, distribution, metabolism, or excretion properties. Task type varies by dataset: regression for continuous measurements (e.g., permeability, clearance, half-life) or binary classification for categorical outcomes (e.g., BBB penetration, CYP inhibition). Dataset: cyp2c19_veith. The compound is CN1CCN(c2ncc3ncc(=O)n(C)c3n2)CC1. The result is 0 (non-inhibitor).